This data is from Forward reaction prediction with 1.9M reactions from USPTO patents (1976-2016). The task is: Predict the product of the given reaction. (1) Given the reactants [ClH:1].CCOCC.[O:7]=[C:8]1[CH:13]([N:14]2[C:22](=[O:23])[C:21]3[C:16](=[CH:17][CH:18]=[CH:19][C:20]=3[CH2:24][NH:25][C:26]([NH:28][C:29]3[CH:30]=[N:31][CH:32]=[CH:33][CH:34]=3)=[O:27])[C:15]2=[O:35])[CH2:12][CH2:11][C:10](=[O:36])[NH:9]1, predict the reaction product. The product is: [ClH:1].[O:7]=[C:8]1[CH:13]([N:14]2[C:22](=[O:23])[C:21]3[C:16](=[CH:17][CH:18]=[CH:19][C:20]=3[CH2:24][NH:25][C:26]([NH:28][C:29]3[CH:30]=[N:31][CH:32]=[CH:33][CH:34]=3)=[O:27])[C:15]2=[O:35])[CH2:12][CH2:11][C:10](=[O:36])[NH:9]1. (2) Given the reactants Br[C:2]1[N:6]([S:7]([C:10]2[CH:11]=[N:12][CH:13]=[CH:14][CH:15]=2)(=[O:9])=[O:8])[CH:5]=[C:4]([CH2:16][N:17]([CH3:25])[C:18](=[O:24])[O:19][C:20]([CH3:23])([CH3:22])[CH3:21])[CH:3]=1.[C:26]([C:28]1[CH:29]=[C:30](B(O)O)[CH:31]=[CH:32][CH:33]=1)#[N:27].C(=O)([O-])[O-].[Na+].[Na+], predict the reaction product. The product is: [C:26]([C:28]1[CH:33]=[C:32]([C:2]2[N:6]([S:7]([C:10]3[CH:11]=[N:12][CH:13]=[CH:14][CH:15]=3)(=[O:9])=[O:8])[CH:5]=[C:4]([CH2:16][N:17]([CH3:25])[C:18](=[O:24])[O:19][C:20]([CH3:23])([CH3:22])[CH3:21])[CH:3]=2)[CH:31]=[CH:30][CH:29]=1)#[N:27]. (3) Given the reactants [Cl:1][C:2]1[C:3]([F:31])=[C:4]([CH:28]=[CH:29][CH:30]=1)[C:5]([N:7]1[CH2:12][CH2:11][N:10]([CH2:13][C:14]2[CH:15]=[C:16]([CH:19]=[C:20]([NH:22][C:23]3[S:24][CH:25]=[CH:26][N:27]=3)[N:21]=2)[C:17]#[N:18])[CH2:9][CH2:8]1)=[O:6].C[O-].[Na+].CO.[CH:37]([NH:39][NH2:40])=O, predict the reaction product. The product is: [Cl:1][C:2]1[C:3]([F:31])=[C:4]([CH:28]=[CH:29][CH:30]=1)[C:5]([N:7]1[CH2:12][CH2:11][N:10]([CH2:13][C:14]2[N:21]=[C:20]([NH:22][C:23]3[S:24][CH:25]=[CH:26][N:27]=3)[CH:19]=[C:16]([C:17]3[NH:40][N:39]=[CH:37][N:18]=3)[CH:15]=2)[CH2:9][CH2:8]1)=[O:6]. (4) Given the reactants C[O:2][C:3]([C:5]1[S:6][C:7]([C:20]2[C:21]([NH2:33])=[N:22][CH:23]=[C:24]([C:26]3[CH:31]=[CH:30][CH:29]=[C:28]([Cl:32])[CH:27]=3)[CH:25]=2)=[CH:8][C:9]=1[O:10][CH:11]([C:13]1[CH:18]=[CH:17][CH:16]=[CH:15][C:14]=1[Cl:19])[CH3:12])=O.[NH3:34], predict the reaction product. The product is: [NH2:33][C:21]1[C:20]([C:7]2[S:6][C:5]([C:3]([NH2:34])=[O:2])=[C:9]([O:10][CH:11]([C:13]3[CH:18]=[CH:17][CH:16]=[CH:15][C:14]=3[Cl:19])[CH3:12])[CH:8]=2)=[CH:25][C:24]([C:26]2[CH:31]=[CH:30][CH:29]=[C:28]([Cl:32])[CH:27]=2)=[CH:23][N:22]=1. (5) Given the reactants [C:1]([C:5]1[CH:10]=[CH:9][C:8]([O:11][CH2:12][CH2:13]Cl)=[CH:7][CH:6]=1)([CH3:4])([CH3:3])[CH3:2].[OH:15][C:16]1[CH:21]=[CH:20][C:19]([CH:22]([C:28]#[C:29][CH3:30])[CH2:23][C:24]([O:26]C)=[O:25])=[CH:18][CH:17]=1, predict the reaction product. The product is: [C:1]([C:5]1[CH:10]=[CH:9][C:8]([O:11][CH2:12][CH2:13][O:15][C:16]2[CH:17]=[CH:18][C:19]([CH:22]([C:28]#[C:29][CH3:30])[CH2:23][C:24]([OH:26])=[O:25])=[CH:20][CH:21]=2)=[CH:7][CH:6]=1)([CH3:4])([CH3:3])[CH3:2]. (6) Given the reactants C1(P(C2C=CC=CC=2)C2C=CC=CC=2)C=CC=CC=1.[C:20]([Br:24])(Br)(Br)Br.[N:25]1([C:31]2[CH:32]=[C:33](CO)[CH:34]=[C:35]([N+:37]([O-:39])=[O:38])[CH:36]=2)[CH2:30][CH2:29][O:28][CH2:27][CH2:26]1, predict the reaction product. The product is: [Br:24][CH2:20][C:33]1[CH:32]=[C:31]([N:25]2[CH2:30][CH2:29][O:28][CH2:27][CH2:26]2)[CH:36]=[C:35]([N+:37]([O-:39])=[O:38])[CH:34]=1. (7) Given the reactants [NH2:1][C:2]1[N:3]=[CH:4][C:5]2[CH2:11][N:10]([C:12]3[C:13](=[O:19])[NH:14][CH:15]=[CH:16][C:17]=3[CH3:18])[CH2:9][CH2:8][C:6]=2[N:7]=1.[C:20]([O:24][C:25](=[O:34])[NH:26][C:27]1[CH:32]=[CH:31][C:30](I)=[CH:29][CH:28]=1)([CH3:23])([CH3:22])[CH3:21].CNCCNC.P([O-])([O-])([O-])=O.[K+].[K+].[K+], predict the reaction product. The product is: [NH2:1][C:2]1[N:3]=[CH:4][C:5]2[CH2:11][N:10]([C:12]3[C:13](=[O:19])[N:14]([C:30]4[CH:29]=[CH:28][C:27]([NH:26][C:25](=[O:34])[O:24][C:20]([CH3:22])([CH3:21])[CH3:23])=[CH:32][CH:31]=4)[CH:15]=[CH:16][C:17]=3[CH3:18])[CH2:9][CH2:8][C:6]=2[N:7]=1. (8) Given the reactants [OH:1][C:2]1[CH:10]=[C:9]([N+:11]([O-:13])=[O:12])[CH:8]=[CH:7][C:3]=1[C:4](O)=[O:5].O=S(Cl)[Cl:16], predict the reaction product. The product is: [OH:1][C:2]1[CH:10]=[C:9]([N+:11]([O-:13])=[O:12])[CH:8]=[CH:7][C:3]=1[C:4]([Cl:16])=[O:5]. (9) Given the reactants Cl[C:2]1[C:11]2[C:6](=[CH:7][C:8]([O:14][CH2:15][CH2:16][CH2:17][N:18]3[CH2:23][CH2:22][O:21][CH2:20][CH2:19]3)=[C:9]([O:12][CH3:13])[CH:10]=2)[N:5]=[CH:4][N:3]=1.[Cl:24][C:25]1[CH:33]=[C:32]([C:34]#[C:35][CH2:36][O:37][CH2:38][CH:39]2[CH2:41][CH2:40]2)[C:28]2[O:29][CH2:30][O:31][C:27]=2[C:26]=1[NH2:42].C[Si]([N-][Si](C)(C)C)(C)C.[Na+], predict the reaction product. The product is: [Cl:24][C:25]1[CH:33]=[C:32]([C:34]#[C:35][CH2:36][O:37][CH2:38][CH:39]2[CH2:41][CH2:40]2)[C:28]2[O:29][CH2:30][O:31][C:27]=2[C:26]=1[NH:42][C:2]1[C:11]2[C:6](=[CH:7][C:8]([O:14][CH2:15][CH2:16][CH2:17][N:18]3[CH2:23][CH2:22][O:21][CH2:20][CH2:19]3)=[C:9]([O:12][CH3:13])[CH:10]=2)[N:5]=[CH:4][N:3]=1. (10) Given the reactants Cl.[NH2:2][CH2:3][CH2:4][O:5][C:6]1[N:11]=[C:10]([NH:12][C:13]2[C:14](=[O:21])[N:15]([CH3:20])[CH:16]=[C:17]([Br:19])[CH:18]=2)[CH:9]=[CH:8][CH:7]=1.CCN(CC)CC.[C:29](Cl)(=[O:32])[CH2:30][CH3:31], predict the reaction product. The product is: [Br:19][C:17]1[CH:18]=[C:13]([NH:12][C:10]2[N:11]=[C:6]([O:5][CH2:4][CH2:3][NH:2][C:29](=[O:32])[CH2:30][CH3:31])[CH:7]=[CH:8][CH:9]=2)[C:14](=[O:21])[N:15]([CH3:20])[CH:16]=1.